Dataset: Catalyst prediction with 721,799 reactions and 888 catalyst types from USPTO. Task: Predict which catalyst facilitates the given reaction. (1) Reactant: [OH:1][NH:2][C:3]([C:5]1[CH:10]=[CH:9][C:8]([NH:11][C:12]([C:14]2[CH:15]=[CH:16][C:17]3[O:22][CH2:21][CH2:20][N:19]([S:23]([C:26]4[CH:31]=[C:30]([Cl:32])[CH:29]=[CH:28][C:27]=4[O:33][CH3:34])(=[O:25])=[O:24])[C:18]=3[CH:35]=2)=[O:13])=[CH:7][CH:6]=1)=[NH:4].N1C=CC=CC=1.C(C(CCCC)[CH2:45][O:46]C(Cl)=O)C. Product: [O:46]=[C:45]1[O:1][N:2]=[C:3]([C:5]2[CH:10]=[CH:9][C:8]([NH:11][C:12]([C:14]3[CH:15]=[CH:16][C:17]4[O:22][CH2:21][CH2:20][N:19]([S:23]([C:26]5[CH:31]=[C:30]([Cl:32])[CH:29]=[CH:28][C:27]=5[O:33][CH3:34])(=[O:24])=[O:25])[C:18]=4[CH:35]=3)=[O:13])=[CH:7][CH:6]=2)[NH:4]1. The catalyst class is: 35. (2) Product: [CH2:53]([O:55][C:56](=[O:77])[CH:57]=[CH:58][C:59]1[CH:64]=[CH:63][C:62]([C:65]([CH3:68])([CH3:67])[CH3:66])=[CH:61][C:60]=1[N:78]1[CH2:83][CH2:82][O:81][CH2:80][CH2:79]1)[CH3:54]. The catalyst class is: 164. Reactant: C1(P(C2C=CC=CC=2)C2C=CC3C(=CC=CC=3)C=2C2C3C(=CC=CC=3)C=CC=2P(C2C=CC=CC=2)C2C=CC=CC=2)C=CC=CC=1.C(=O)([O-])[O-].[Cs+].[Cs+].[CH2:53]([O:55][C:56](=[O:77])[CH:57]=[CH:58][C:59]1[CH:64]=[CH:63][C:62]([C:65]([CH3:68])([CH3:67])[CH3:66])=[CH:61][C:60]=1OS(C(F)(F)F)(=O)=O)[CH3:54].[NH:78]1[CH2:83][CH2:82][O:81][CH2:80][CH2:79]1. (3) Reactant: [F:1][C:2]1[CH:11]=[CH:10][CH:9]=[C:8]2[C:3]=1[C:4](=[O:22])[C:5]([C:15]1[CH:20]=[CH:19][CH:18]=[C:17]([F:21])[CH:16]=1)=[C:6]([C@H:12](O)[CH3:13])[O:7]2.[CH3:23][O:24][C:25]1[CH:30]=[CH:29][C:28]([C:31]2[C:39]3[C:34](=[N:35][CH:36]=[N:37][C:38]=3[NH2:40])[NH:33][N:32]=2)=[CH:27][C:26]=1[N+:41]([O-:43])=[O:42].C1(P(C2C=CC=CC=2)C2C=CC=CC=2)C=CC=CC=1.CC(OC(/N=N/C(OC(C)C)=O)=O)C. Product: [NH2:40][C:38]1[N:37]=[CH:36][N:35]=[C:34]2[N:33]([C@H:12]([C:6]3[O:7][C:8]4[C:3]([C:4](=[O:22])[C:5]=3[C:15]3[CH:20]=[CH:19][CH:18]=[C:17]([F:21])[CH:16]=3)=[C:2]([F:1])[CH:11]=[CH:10][CH:9]=4)[CH3:13])[N:32]=[C:31]([C:28]3[CH:29]=[CH:30][C:25]([O:24][CH3:23])=[C:26]([N+:41]([O-:43])=[O:42])[CH:27]=3)[C:39]=12. The catalyst class is: 1.